This data is from Forward reaction prediction with 1.9M reactions from USPTO patents (1976-2016). The task is: Predict the product of the given reaction. (1) Given the reactants [CH3:1][O:2][C:3]1[CH:8]=[C:7]([C:9]#[C:10][Si](C)(C)C)[C:6]([O:15][CH3:16])=[CH:5][C:4]=1[C:17]#[C:18][Si](C)(C)C.C(=O)([O-])[O-].[K+].[K+].CO, predict the reaction product. The product is: [CH3:16][O:15][C:6]1[CH:5]=[C:4]([C:17]#[CH:18])[C:3]([O:2][CH3:1])=[CH:8][C:7]=1[C:9]#[CH:10]. (2) The product is: [OH:5][C:14]1[CH:15]=[C:10]([O:9][CH3:8])[C:11]([N+:16]([O-:18])=[O:17])=[CH:12][N:13]=1. Given the reactants N.CC(C)([O-:5])C.[K+].[CH3:8][O:9][C:10]1[CH:15]=[CH:14][N:13]=[CH:12][C:11]=1[N+:16]([O-:18])=[O:17].C(OO)(C)(C)C, predict the reaction product. (3) The product is: [F:15][C:4]1[CH:5]=[C:6]2[C:10](=[C:2]([C:21]3[CH:22]=[CH:23][C:18]([C:17]([F:28])([F:27])[F:16])=[CH:19][CH:20]=3)[CH:3]=1)[NH:9][C:8]([C:11]([NH2:13])=[O:12])=[C:7]2[CH3:14]. Given the reactants Br[C:2]1[CH:3]=[C:4]([F:15])[CH:5]=[C:6]2[C:10]=1[NH:9][C:8]([C:11]([NH2:13])=[O:12])=[C:7]2[CH3:14].[F:16][C:17]([F:28])([F:27])[C:18]1[CH:23]=[CH:22][C:21](B(O)O)=[CH:20][CH:19]=1, predict the reaction product.